Dataset: Catalyst prediction with 721,799 reactions and 888 catalyst types from USPTO. Task: Predict which catalyst facilitates the given reaction. (1) Reactant: C(=O)([O-])[O-].[K+].[K+].C([O:10][CH2:11][CH2:12][CH2:13][N:14]1[C:26]2[C:25]3[N:24]=[CH:23][CH:22]=[CH:21][C:20]=3[N:19]=[CH:18][C:17]=2[N:16]=[CH:15]1)(=O)C. The catalyst class is: 5. Product: [N:14]1([CH2:13][CH2:12][CH2:11][OH:10])[C:26]2[C:25]3[N:24]=[CH:23][CH:22]=[CH:21][C:20]=3[N:19]=[CH:18][C:17]=2[N:16]=[CH:15]1. (2) Reactant: [CH2:1]([C@@H:8]1[CH2:13][N:12]([CH2:14][C:15]2[CH:20]=[CH:19][CH:18]=[CH:17][CH:16]=2)[CH2:11][CH2:10][N:9]1[C:21]([C:23]1[N:24]=[CH:25][N:26]([CH2:34][CH:35]2[CH2:40][CH2:39][CH2:38][CH2:37][NH:36]2)[C:27]=1[C:28]1[CH:33]=[CH:32][CH:31]=[CH:30][CH:29]=1)=[O:22])[C:2]1[CH:7]=[CH:6][CH:5]=[CH:4][CH:3]=1.[C:41]([OH:44])(=O)[CH3:42].C(O[BH-](O[C:55](=O)[CH3:56])OC(=O)C)(=O)C.[Na+].[OH-].[Na+]. Product: [CH2:1]([C@@H:8]1[CH2:13][N:12]([CH2:14][C:15]2[CH:16]=[CH:17][CH:18]=[CH:19][CH:20]=2)[CH2:11][CH2:10][N:9]1[C:21]([C:23]1[N:24]=[CH:25][N:26]([CH2:34][CH:35]2[CH2:40][CH2:39][CH2:38][CH2:37][N:36]2[CH2:8][CH2:1][CH:2]([C:7]2[O:44][C:41]([CH3:42])=[CH:56][CH:55]=2)[CH3:3])[C:27]=1[C:28]1[CH:33]=[CH:32][CH:31]=[CH:30][CH:29]=1)=[O:22])[C:2]1[CH:3]=[CH:4][CH:5]=[CH:6][CH:7]=1. The catalyst class is: 26. (3) Reactant: [F-].[K+].[O:3]=[CH:4][C:5]1[CH:13]=[CH:12][C:9]([O:10][CH3:11])=[C:7]([OH:8])[CH:6]=1.F[C:15]1[CH:20]=[CH:19][C:18]([C:21]([F:24])([F:23])[F:22])=[CH:17][C:16]=1[N+:25]([O-:27])=[O:26].O. Product: [N+:25]([C:16]1[CH:17]=[C:18]([C:21]([F:22])([F:23])[F:24])[CH:19]=[CH:20][C:15]=1[O:8][C:7]1[CH:6]=[C:5]([CH:13]=[CH:12][C:9]=1[O:10][CH3:11])[CH:4]=[O:3])([O-:27])=[O:26]. The catalyst class is: 16. (4) Reactant: [CH2:1]([O:3][C:4](=[O:31])[C:5]([O:8][C:9]1[CH:14]=[CH:13][C:12]([O:15]CC2C=CC=CC=2)=[CH:11][C:10]=1[CH:23](O)[C:24]1[CH:29]=[CH:28][CH:27]=[CH:26][CH:25]=1)([CH3:7])[CH3:6])[CH3:2].[H][H]. Product: [CH2:1]([O:3][C:4](=[O:31])[C:5]([O:8][C:9]1[CH:14]=[CH:13][C:12]([OH:15])=[CH:11][C:10]=1[CH2:23][C:24]1[CH:25]=[CH:26][CH:27]=[CH:28][CH:29]=1)([CH3:7])[CH3:6])[CH3:2]. The catalyst class is: 29. (5) The catalyst class is: 433. Reactant: C(N(CC)CC)C.[CH:8]([C:10]1[C:18]2[C:13](=[CH:14][CH:15]=[CH:16][CH:17]=2)[N:12](C(OC(C)(C)C)=O)[CH:11]=1)=[O:9].[NH:26]1[CH:30]=[CH:29][N:28]=[C:27]1[CH:31]=[N:32][C:33]1[CH:38]=[CH:37][CH:36]=[C:35]([O:39][CH3:40])[CH:34]=1. Product: [NH:26]1[CH:30]=[CH:29][N:28]=[C:27]1[CH:31]([NH:32][C:33]1[CH:38]=[CH:37][CH:36]=[C:35]([O:39][CH3:40])[CH:34]=1)[C:8]([C:10]1[C:18]2[C:13](=[CH:14][CH:15]=[CH:16][CH:17]=2)[NH:12][CH:11]=1)=[O:9]. (6) Reactant: [NH2:1][C:2]1[N:3]=[N:4][C:5]([Cl:8])=[CH:6][CH:7]=1.C(N(CC)CC)C.Cl[C:17](=[O:22])[C:18]([O:20][CH3:21])=[O:19].O. Product: [CH3:21][O:20][C:18](=[O:19])[C:17]([NH:1][C:2]1[N:3]=[N:4][C:5]([Cl:8])=[CH:6][CH:7]=1)=[O:22]. The catalyst class is: 17. (7) Reactant: C([O-])([O-])=O.[K+].[K+].[CH3:7][C:8]([CH3:10])=O.[CH3:11][O:12][C:13]1[CH:14]=[C:15]([CH:18]=[CH:19][C:20]=1[OH:21])[CH2:16][OH:17].C(Cl)C#C. Product: [CH3:11][O:12][C:13]1[CH:14]=[C:15]([CH:18]=[CH:19][C:20]=1[O:21][CH2:10][C:8]#[CH:7])[CH2:16][OH:17]. The catalyst class is: 4. (8) The catalyst class is: 4. Product: [S:1]1[C:7]2[CH:8]=[CH:9][CH:10]=[CH:11][C:6]=2[CH2:5][N:4]([C:19](=[O:21])[CH3:20])[CH2:3][CH2:2]1. Reactant: [S:1]1[C:7]2[CH:8]=[CH:9][CH:10]=[CH:11][C:6]=2[CH2:5][NH:4][CH2:3][CH2:2]1.C(N(CC)CC)C.[C:19](OC(=O)C)(=[O:21])[CH3:20].